Predict the product of the given reaction. From a dataset of Forward reaction prediction with 1.9M reactions from USPTO patents (1976-2016). Given the reactants [CH2:1]([O:8][C:9]1[CH:21]=[C:20]2[C:12]([C:13]3[CH:14]=[CH:15][C:16]([N:22]([CH3:25])[CH:23]=[O:24])=[CH:17][C:18]=3[NH:19]2)=[CH:11][CH:10]=1)[C:2]1[CH:7]=[CH:6][CH:5]=[CH:4][CH:3]=1.[H-].[Na+].[C:28](=O)([O:34]C1C=CC=CC=1)[O:29][C:30]([CH3:33])([CH3:32])[CH3:31], predict the reaction product. The product is: [CH2:1]([O:8][C:9]1[CH:10]=[CH:11][C:12]2[C:13]3[C:18](=[CH:17][C:16]([N:22]([CH3:25])[CH:23]=[O:24])=[CH:15][CH:14]=3)[N:19]([C:28]([O:29][C:30]([CH3:33])([CH3:32])[CH3:31])=[O:34])[C:20]=2[CH:21]=1)[C:2]1[CH:3]=[CH:4][CH:5]=[CH:6][CH:7]=1.